Dataset: Reaction yield outcomes from USPTO patents with 853,638 reactions. Task: Predict the reaction yield, written as a fraction of the theoretical maximum amount of product (1.0 means a 100% yield; for example, 0.34 means a 34% yield). The reactants are [N+:1]([C:4]1[CH:5]=[C:6]([CH:10]=[C:11]([N+:13]([O-:15])=[O:14])[CH:12]=1)[C:7]([OH:9])=[O:8])([O-:3])=[O:2].O=S(Cl)Cl.[CH2:20](N(CC)CC)C. No catalyst specified. The product is [CH3:20][O:8][C:7](=[O:9])[C:6]1[CH:5]=[C:4]([N+:1]([O-:3])=[O:2])[CH:12]=[C:11]([N+:13]([O-:15])=[O:14])[CH:10]=1. The yield is 0.970.